This data is from Peptide-MHC class II binding affinity with 134,281 pairs from IEDB. The task is: Regression. Given a peptide amino acid sequence and an MHC pseudo amino acid sequence, predict their binding affinity value. This is MHC class II binding data. (1) The binding affinity (normalized) is 0.596. The MHC is HLA-DQA10102-DQB10501 with pseudo-sequence HLA-DQA10102-DQB10501. The peptide sequence is QTKIQYVIRAQLHVG. (2) The peptide sequence is DVDQSLIIAARNIVR. The MHC is DRB3_0101 with pseudo-sequence DRB3_0101. The binding affinity (normalized) is 0.310. (3) The peptide sequence is YDKFLANVSTVLLGK. The MHC is DRB1_0404 with pseudo-sequence DRB1_0404. The binding affinity (normalized) is 0.741. (4) The peptide sequence is GELQIVDKIDMAFKI. The MHC is DRB1_0404 with pseudo-sequence DRB1_0404. The binding affinity (normalized) is 0.417. (5) The peptide sequence is VTLRIRNVRFSDEGG. The MHC is HLA-DPA10301-DPB10402 with pseudo-sequence HLA-DPA10301-DPB10402. The binding affinity (normalized) is 0.240. (6) The peptide sequence is WSEIQTLKPNLIGPF. The binding affinity (normalized) is 0.789. The MHC is DRB1_1501 with pseudo-sequence DRB1_1501.